Dataset: Catalyst prediction with 721,799 reactions and 888 catalyst types from USPTO. Task: Predict which catalyst facilitates the given reaction. (1) Reactant: [Cl:1][C:2]1[CH:7]=[C:6]([NH:8][CH:9]2[CH2:13][CH2:12][CH2:11][CH2:10]2)[N:5]2[N:14]=[C:15]([C:25]3[CH:30]=[CH:29][C:28]([O:31][CH3:32])=[CH:27][CH:26]=3)[C:16]([C:17]3[CH:22]=[CH:21][N:20]=[C:19]([S:23][CH3:24])[N:18]=3)=[C:4]2[CH:3]=1.C(=O)(O)[O-:34].[Na+].ClC1C=C(C=CC=1)C(OO)=O. Product: [Cl:1][C:2]1[CH:7]=[C:6]([NH:8][CH:9]2[CH2:10][CH2:11][CH2:12][CH2:13]2)[N:5]2[N:14]=[C:15]([C:25]3[CH:26]=[CH:27][C:28]([O:31][CH3:32])=[CH:29][CH:30]=3)[C:16]([C:17]3[CH:22]=[CH:21][N:20]=[C:19]([S:23]([CH3:24])=[O:34])[N:18]=3)=[C:4]2[CH:3]=1. The catalyst class is: 22. (2) Reactant: [F:1][C:2]([F:41])([F:40])[C:3]1[CH:4]=[C:5]([C@H:13]2[O:17][C:16](=[O:18])[N:15]([CH2:19][C:20]3[CH:25]=[C:24]([C:26]([F:29])([F:28])[F:27])[CH:23]=[CH:22][C:21]=3[C:30]3[C:35]([O:36][CH3:37])=[CH:34][CH:33]=[C:32]([CH3:38])[N:31]=3)[C@H:14]2[CH3:39])[CH:6]=[C:7]([C:9]([F:12])([F:11])[F:10])[CH:8]=1.C1C=C(Cl)C=C(C(OO)=[O:50])C=1. Product: [F:41][C:2]([F:1])([F:40])[C:3]1[CH:4]=[C:5]([C@H:13]2[O:17][C:16](=[O:18])[N:15]([CH2:19][C:20]3[CH:25]=[C:24]([C:26]([F:28])([F:29])[F:27])[CH:23]=[CH:22][C:21]=3[C:30]3[C:35]([O:36][CH3:37])=[CH:34][CH:33]=[C:32]([CH3:38])[N+:31]=3[O-:50])[C@H:14]2[CH3:39])[CH:6]=[C:7]([C:9]([F:12])([F:11])[F:10])[CH:8]=1. The catalyst class is: 2. (3) Reactant: [C:1]([C:3]1[CH:4]=[CH:5][C:6]([N:11]([C:19]2[CH:28]=[CH:27][C:22]3[B:23]([OH:26])[O:24][CH2:25][C:21]=3[CH:20]=2)C(=O)OC(C)(C)C)=[N:7][C:8]=1[O:9][CH3:10])#[N:2].[OH-].[Na+].O. Product: [OH:26][B:23]1[C:22]2[CH:27]=[CH:28][C:19]([NH:11][C:6]3[CH:5]=[CH:4][C:3]([C:1]#[N:2])=[C:8]([O:9][CH3:10])[N:7]=3)=[CH:20][C:21]=2[CH2:25][O:24]1. The catalyst class is: 89. (4) Reactant: [F:1][C:2]1[CH:7]=[C:6]([N+:8]([O-])=O)[CH:5]=[CH:4][C:3]=1[Si:11]([CH3:14])([CH3:13])[CH3:12]. Product: [F:1][C:2]1[CH:7]=[C:6]([CH:5]=[CH:4][C:3]=1[Si:11]([CH3:14])([CH3:13])[CH3:12])[NH2:8]. The catalyst class is: 129. (5) Reactant: [Cl:1][C:2]1[CH:8]=[C:7]([I:9])[C:5]([NH2:6])=[C:4]([F:10])[CH:3]=1.[CH:11]([S:13]([CH3:16])(=[O:15])=[O:14])=[CH2:12].C([O-])([O-])=O.[Cs+].[Cs+].CN(C=O)C. Product: [Cl:1][C:2]1[CH:8]=[C:7]([I:9])[C:5]([NH:6][CH2:12][CH2:11][S:13]([CH3:16])(=[O:15])=[O:14])=[C:4]([F:10])[CH:3]=1. The catalyst class is: 6. (6) Reactant: C(OC(N1C[C@H](OC2C=CC=CC=2)C[C@H]1C(O)=O)=O)(C)(C)C.F[P-](F)(F)(F)(F)F.N1(OC(N(C)C)=[N+](C)C)C2N=CC=CC=2N=N1.C(N(C(C)C)C(C)C)C.NC1C=C(Br)SC=1C(N)=O.[Br:66][C:67]1[S:71][C:70]([C:72](=[O:74])[NH2:73])=[C:69]([NH:75][C:76]([C@@H:78]2[CH2:82][C@@H:81]([O:83][C:84]3[CH:89]=[CH:88][CH:87]=[CH:86][CH:85]=3)[CH2:80][N:79]2[C:90]([O:92][C:93]([CH3:96])([CH3:95])[CH3:94])=[O:91])=O)[CH:68]=1.[OH-].[Na+].Cl. The catalyst class is: 737. Product: [Br:66][C:67]1[S:71][C:70]2[C:72](=[O:74])[NH:73][C:76]([C@@H:78]3[CH2:82][C@@H:81]([O:83][C:84]4[CH:89]=[CH:88][CH:87]=[CH:86][CH:85]=4)[CH2:80][N:79]3[C:90]([O:92][C:93]([CH3:96])([CH3:95])[CH3:94])=[O:91])=[N:75][C:69]=2[CH:68]=1. (7) Reactant: [I:1][C:2]1[C:10]2[C:5](=[N:6][CH:7]=[N:8][C:9]=2[NH2:11])[NH:4][N:3]=1.[H-].[Na+].F[C:15]1[CH:22]=[CH:21][C:18]([CH:19]=[O:20])=[CH:17][CH:16]=1. Product: [NH2:11][C:9]1[N:8]=[CH:7][N:6]=[C:5]2[N:4]([C:15]3[CH:22]=[CH:21][C:18]([CH:19]=[O:20])=[CH:17][CH:16]=3)[N:3]=[C:2]([I:1])[C:10]=12. The catalyst class is: 3.